Predict the reaction yield, written as a fraction of the theoretical maximum amount of product (1.0 means a 100% yield; for example, 0.34 means a 34% yield). From a dataset of Reaction yield outcomes from USPTO patents with 853,638 reactions. The catalyst is C(#N)C. The reactants are [CH3:1][O:2][C:3]1[CH:4]=[C:5]2[C:10](=[CH:11][CH:12]=1)[N:9]=[C:8]([CH3:13])[CH:7]=[CH:6]2.[Br:14]N1C(=O)CCC1=O. The yield is 0.986. The product is [Br:14][C:4]1[C:3]([O:2][CH3:1])=[CH:12][CH:11]=[C:10]2[C:5]=1[CH:6]=[CH:7][C:8]([CH3:13])=[N:9]2.